From a dataset of Full USPTO retrosynthesis dataset with 1.9M reactions from patents (1976-2016). Predict the reactants needed to synthesize the given product. (1) Given the product [CH2:81]([O:8][C:6]1([C:5]2[CH:54]=[CH:55][CH:56]=[CH:57][CH:52]=2)[CH2:68][N:67]([C:25](=[O:27])[C@@H:24]([NH:23][C:21]([C@@H:20]([NH:19][C:11](=[O:18])[C:12]2[CH:17]=[CH:16][CH:15]=[CH:14][CH:13]=2)[CH2:37][C:38]2[N:39]=[CH:40][NH:41][CH:42]=2)=[O:22])[CH2:28][C:29]2[CH:34]=[CH:33][C:32]([O:35][CH3:36])=[CH:31][CH:30]=2)[CH2:66]1)[CH2:82][CH2:83][CH3:84], predict the reactants needed to synthesize it. The reactants are: ClCCl.F[C:5](F)(F)[C:6]([OH:8])=O.[C:11]([NH:19][C@@H:20]([CH2:37][C:38]1[N:39]=[CH:40][NH:41][CH:42]=1)[C:21]([NH:23][C@@H:24]([CH2:28][C:29]1[CH:34]=[CH:33][C:32]([O:35][CH3:36])=[CH:31][CH:30]=1)[C:25]([OH:27])=O)=[O:22])(=[O:18])[C:12]1[CH:17]=[CH:16][CH:15]=[CH:14][CH:13]=1.CN(C(ON1N=NC2[CH:54]=[CH:55][CH:56]=[CH:57][C:52]1=2)=[N+](C)C)C.[B-](F)(F)(F)F.C[CH2:66][N:67](C(C)C)[CH:68](C)C.FC(F)(F)C(O)=O.[CH2:81](OC1(C2C=CC=CC=2)CNC1)[CH2:82][CH2:83][CH3:84].C(O)(=O)CC(CC(O)=O)(C(O)=O)O. (2) Given the product [CH2:1]([O:5][C:6]1[N:14]=[C:13]2[C:9]([N:10]=[C:11]([O:15][CH3:16])[N:12]2[CH2:26][CH:23]2[CH2:24][CH2:25][N:20]([CH2:18][CH3:19])[CH2:21][CH2:22]2)=[C:8]([NH2:17])[N:7]=1)[CH2:2][CH2:3][CH3:4], predict the reactants needed to synthesize it. The reactants are: [CH2:1]([O:5][C:6]1[NH:7][C:8]([NH2:17])=[C:9]2[C:13]([N:14]=1)=[N:12][C:11]([O:15][CH3:16])=[N:10]2)[CH2:2][CH2:3][CH3:4].[CH2:18]([N:20]1[CH2:25][CH2:24][CH:23]([CH2:26]O)[CH2:22][CH2:21]1)[CH3:19].C(P(CCCC)CCCC)CCC.N(C(N1CCCCC1)=O)=NC(N1CCCCC1)=O. (3) Given the product [CH2:1]([N:8]([CH2:9][CH:10]1[CH2:15][CH2:14][N:13]([C:16]([O:18][C:19]([CH3:22])([CH3:21])[CH3:20])=[O:17])[CH2:12][CH2:11]1)[C:30]([NH:29][CH:23]1[CH2:28][CH2:27][CH2:26][CH2:25][CH2:24]1)=[O:31])[C:2]1[CH:3]=[CH:4][CH:5]=[CH:6][CH:7]=1, predict the reactants needed to synthesize it. The reactants are: [CH2:1]([NH:8][CH2:9][CH:10]1[CH2:15][CH2:14][N:13]([C:16]([O:18][C:19]([CH3:22])([CH3:21])[CH3:20])=[O:17])[CH2:12][CH2:11]1)[C:2]1[CH:7]=[CH:6][CH:5]=[CH:4][CH:3]=1.[CH:23]1([N:29]=[C:30]=[O:31])[CH2:28][CH2:27][CH2:26][CH2:25][CH2:24]1. (4) Given the product [Cl:20][C:17]1[CH:16]=[CH:15][C:14]([S:11]([C:8]2[C:9]([CH3:10])=[C:5]([CH2:3][OH:2])[S:6][CH:7]=2)(=[O:13])=[O:12])=[CH:19][CH:18]=1, predict the reactants needed to synthesize it. The reactants are: C[O:2][C:3]([C:5]1[S:6][CH:7]=[C:8]([S:11]([C:14]2[CH:19]=[CH:18][C:17]([Cl:20])=[CH:16][CH:15]=2)(=[O:13])=[O:12])[C:9]=1[CH3:10])=O.CC(C[AlH]CC(C)C)C. (5) Given the product [F:26][C:27]1[CH:28]=[C:29]([N:33]2[C:5]([C:7]3[C:12](=[O:13])[CH:11]=[CH:10][N:9]([C:14]4[CH:19]=[CH:18][C:17]([O:20][C:21]([F:23])([F:22])[F:24])=[CH:16][CH:15]=4)[N:8]=3)=[CH:4][CH:3]=[N:34]2)[CH:30]=[CH:31][CH:32]=1, predict the reactants needed to synthesize it. The reactants are: CN(C)/[CH:3]=[CH:4]/[C:5]([C:7]1[C:12](=[O:13])[CH:11]=[CH:10][N:9]([C:14]2[CH:19]=[CH:18][C:17]([O:20][C:21]([F:24])([F:23])[F:22])=[CH:16][CH:15]=2)[N:8]=1)=O.[F:26][C:27]1[CH:28]=[C:29]([NH:33][NH2:34])[CH:30]=[CH:31][CH:32]=1.